Dataset: Forward reaction prediction with 1.9M reactions from USPTO patents (1976-2016). Task: Predict the product of the given reaction. Given the reactants [CH:1]1([O:6][N:7]2C(=O)C3C(=CC=CC=3)C2=O)[CH2:5][CH2:4][CH2:3][CH2:2]1.NN.[CH3:20][O:21][C:22]1[CH:27]=[CH:26][C:25]([S:28](Cl)(=[O:30])=[O:29])=[CH:24][CH:23]=1.C(N(CC)C(C)C)(C)C, predict the reaction product. The product is: [CH:1]1([O:6][NH:7][S:28]([C:25]2[CH:24]=[CH:23][C:22]([O:21][CH3:20])=[CH:27][CH:26]=2)(=[O:30])=[O:29])[CH2:2][CH2:3][CH2:4][CH2:5]1.